This data is from Catalyst prediction with 721,799 reactions and 888 catalyst types from USPTO. The task is: Predict which catalyst facilitates the given reaction. (1) Reactant: [Si:1]([O:8][CH2:9][C:10]1[CH:11]=[C:12]([C:16]2[N:21]=[C:20]([C:22](O)=[O:23])[C:19]([CH3:25])=[CH:18][CH:17]=2)[CH:13]=[CH:14][CH:15]=1)([C:4]([CH3:7])([CH3:6])[CH3:5])([CH3:3])[CH3:2].ClC(OCC(C)C)=O.CN1CCOCC1.[NH2:41][C:42]1[C:43]([CH3:53])=[CH:44][C:45]([C:49]([O:51][CH3:52])=[O:50])=[N:46][C:47]=1[CH3:48]. Product: [Si:1]([O:8][CH2:9][C:10]1[CH:11]=[C:12]([C:16]2[N:21]=[C:20]([C:22]([NH:41][C:42]3[C:43]([CH3:53])=[CH:44][C:45]([C:49]([O:51][CH3:52])=[O:50])=[N:46][C:47]=3[CH3:48])=[O:23])[C:19]([CH3:25])=[CH:18][CH:17]=2)[CH:13]=[CH:14][CH:15]=1)([C:4]([CH3:5])([CH3:6])[CH3:7])([CH3:3])[CH3:2]. The catalyst class is: 20. (2) Reactant: [F:1][C:2]([CH3:34])([CH3:33])[CH2:3][CH2:4][CH:5]([CH2:9][CH:10]([OH:32])[CH:11]([NH:19][C:20]([C:22]1[CH:31]=[N:30][C:29]2[C:24](=[CH:25][CH:26]=[CH:27][CH:28]=2)[N:23]=1)=[O:21])[CH2:12][C:13]1[CH:18]=[CH:17][CH:16]=[CH:15][CH:14]=1)[C:6]([OH:8])=[O:7].[Si:35](Cl)([C:38]([CH3:41])([CH3:40])[CH3:39])([CH3:37])[CH3:36].N1C=CN=C1. Product: [C:38]([Si:35]([CH3:37])([CH3:36])[O:32][CH:10]([CH:11]([NH:19][C:20]([C:22]1[CH:31]=[N:30][C:29]2[C:24](=[CH:25][CH:26]=[CH:27][CH:28]=2)[N:23]=1)=[O:21])[CH2:12][C:13]1[CH:18]=[CH:17][CH:16]=[CH:15][CH:14]=1)[CH2:9][CH:5]([CH2:4][CH2:3][C:2]([F:1])([CH3:34])[CH3:33])[C:6]([OH:8])=[O:7])([CH3:41])([CH3:40])[CH3:39]. The catalyst class is: 9. (3) Reactant: Cl.[CH3:2][CH:3]([NH2:10])[C:4]1[CH:9]=[CH:8][CH:7]=[CH:6][CH:5]=1.[CH2:11]=O.[CH:13]1[CH2:18][CH2:17][CH:16]=[CH:15][CH:14]=1. Product: [C:4]1([C@H:3]([N:10]2[CH2:11][CH:17]3[CH2:18][CH2:13][CH:14]2[CH:15]=[CH:16]3)[CH3:2])[CH:9]=[CH:8][CH:7]=[CH:6][CH:5]=1. The catalyst class is: 6.